Dataset: Full USPTO retrosynthesis dataset with 1.9M reactions from patents (1976-2016). Task: Predict the reactants needed to synthesize the given product. (1) Given the product [C:1]1([C:7]2[C:15]3[C:10](=[CH:11][CH:12]=[C:13]([N:16]4[CH:17]=[CH:18][CH:19]=[CH:20]4)[CH:14]=3)[NH:9][C:8]=2[C:21]([NH:23][C@H:24]([C:32]([OH:34])=[O:33])[CH2:25][C:26]2[CH:27]=[CH:28][CH:29]=[CH:30][CH:31]=2)=[O:22])[CH:6]=[CH:5][CH:4]=[CH:3][CH:2]=1, predict the reactants needed to synthesize it. The reactants are: [C:1]1([C:7]2[C:15]3[C:10](=[CH:11][CH:12]=[C:13]([N:16]4[CH:20]=[CH:19][CH:18]=[CH:17]4)[CH:14]=3)[NH:9][C:8]=2[C:21]([NH:23][C@H:24]([C:32]([O:34]CC)=[O:33])[CH2:25][C:26]2[CH:31]=[CH:30][CH:29]=[CH:28][CH:27]=2)=[O:22])[CH:6]=[CH:5][CH:4]=[CH:3][CH:2]=1. (2) Given the product [CH3:25][O:24][C:22]([C:3]1[S:4][C:5]([N:7]2[C:11]3[CH:12]=[CH:13][C:14]([C:16]4[CH:17]=[N:18][N:19]([CH3:21])[CH:20]=4)=[CH:15][C:10]=3[N:9]=[CH:8]2)=[CH:6][C:2]=1[O:1][CH:27]([C:29]1[CH:30]=[C:31]([O:35][CH:36]2[CH2:41][CH2:40][N:39]([C:42]([O:44][C:45]([CH3:46])([CH3:48])[CH3:47])=[O:43])[CH2:38][CH2:37]2)[CH:32]=[CH:33][CH:34]=1)[CH3:28])=[O:23], predict the reactants needed to synthesize it. The reactants are: [OH:1][C:2]1[CH:6]=[C:5]([N:7]2[C:11]3[CH:12]=[CH:13][C:14]([C:16]4[CH:17]=[N:18][N:19]([CH3:21])[CH:20]=4)=[CH:15][C:10]=3[N:9]=[CH:8]2)[S:4][C:3]=1[C:22]([O:24][CH3:25])=[O:23].O[CH:27]([C:29]1[CH:30]=[C:31]([O:35][CH:36]2[CH2:41][CH2:40][N:39]([C:42]([O:44][C:45]([CH3:48])([CH3:47])[CH3:46])=[O:43])[CH2:38][CH2:37]2)[CH:32]=[CH:33][CH:34]=1)[CH3:28].C1(P(C2C=CC=CC=2)C2C=CC=CC=2)C=CC=CC=1. (3) Given the product [Cl:2][C:3]1[C:4]([F:31])=[C:5]([NH:9][C:10]2[C:19]3[C:14](=[CH:15][C:16]([O:29][CH3:30])=[C:17]([O:20][C@H:21]4[CH2:22][CH2:23][C@H:24]([N:27]([C:45]([N:39]5[CH2:44][CH2:43][O:42][CH2:41][CH2:40]5)=[O:46])[CH3:28])[CH2:25][CH2:26]4)[CH:18]=3)[N:13]=[CH:12][N:11]=2)[CH:6]=[CH:7][CH:8]=1, predict the reactants needed to synthesize it. The reactants are: Cl.[Cl:2][C:3]1[C:4]([F:31])=[C:5]([NH:9][C:10]2[C:19]3[C:14](=[CH:15][C:16]([O:29][CH3:30])=[C:17]([O:20][C@H:21]4[CH2:26][CH2:25][C@H:24]([NH:27][CH3:28])[CH2:23][CH2:22]4)[CH:18]=3)[N:13]=[CH:12][N:11]=2)[CH:6]=[CH:7][CH:8]=1.C(N(CC)CC)C.[N:39]1([C:45](Cl)=[O:46])[CH2:44][CH2:43][O:42][CH2:41][CH2:40]1. (4) Given the product [CH3:1][C:2]1[CH:3]=[CH:4][C:5]([S:8]([O:11][CH2:12][CH:13]2[O:18][C:17]3[C:19]([OH:35])=[C:20]([NH:23][C:24]([O:26][CH3:27])=[O:25])[CH:21]=[CH:22][C:16]=3[O:15][CH2:14]2)(=[O:9])=[O:10])=[CH:6][CH:7]=1, predict the reactants needed to synthesize it. The reactants are: [CH3:1][C:2]1[CH:7]=[CH:6][C:5]([S:8]([O:11][CH2:12][C@@H:13]2[O:18][C:17]3[C:19](C=O)=[C:20]([NH:23][C:24]([O:26][CH3:27])=[O:25])[CH:21]=[CH:22][C:16]=3[O:15][CH2:14]2)(=[O:10])=[O:9])=[CH:4][CH:3]=1.ClC1C=C(C=CC=1)C(OO)=[O:35]. (5) The reactants are: [C:1]1([N:7]2[C:12](=[O:13])[C:11]3[S:14][CH:15]=[C:16]([C:17]4[CH:22]=[CH:21][CH:20]=[CH:19][CH:18]=4)[C:10]=3[N:9]=[CH:8]2)[CH:6]=[CH:5][CH:4]=[CH:3][CH:2]=1.N[C:24]1[C:28]([C:29]2C=CC=CC=2)=[CH:27]SC=1C(OC)=O.C(OCC)(OCC)OCC.C(C1CCC(N)CC1)(C)(C)C. Given the product [C:28]([CH:4]1[CH2:5][CH2:6][CH:1]([N:7]2[C:12](=[O:13])[C:11]3[S:14][CH:15]=[C:16]([C:17]4[CH:18]=[CH:19][CH:20]=[CH:21][CH:22]=4)[C:10]=3[N:9]=[CH:8]2)[CH2:2][CH2:3]1)([CH3:29])([CH3:24])[CH3:27], predict the reactants needed to synthesize it.